From a dataset of NCI-60 drug combinations with 297,098 pairs across 59 cell lines. Regression. Given two drug SMILES strings and cell line genomic features, predict the synergy score measuring deviation from expected non-interaction effect. Drug 1: C1CC(C1)(C(=O)O)C(=O)O.[NH2-].[NH2-].[Pt+2]. Drug 2: CC1=C(C=C(C=C1)C(=O)NC2=CC(=CC(=C2)C(F)(F)F)N3C=C(N=C3)C)NC4=NC=CC(=N4)C5=CN=CC=C5. Cell line: SK-MEL-5. Synergy scores: CSS=4.89, Synergy_ZIP=0.854, Synergy_Bliss=4.96, Synergy_Loewe=0.723, Synergy_HSA=2.46.